Dataset: Full USPTO retrosynthesis dataset with 1.9M reactions from patents (1976-2016). Task: Predict the reactants needed to synthesize the given product. (1) Given the product [Cl:1][C:2]1[C:3]([N:12]2[CH2:17][CH2:16][N:15]([CH2:18][C:19]3[CH:20]=[N:21][CH:22]=[CH:23][CH:24]=3)[CH2:14][CH2:13]2)=[C:4]2[N:9]=[C:39]([C:38]3[CH:37]=[CH:36][C:35]([CH2:34][N:28]4[CH2:33][CH2:32][O:31][CH2:30][CH2:29]4)=[CH:42][CH:41]=3)[NH:8][C:5]2=[N:6][CH:7]=1, predict the reactants needed to synthesize it. The reactants are: [Cl:1][C:2]1[C:3]([N:12]2[CH2:17][CH2:16][N:15]([CH2:18][C:19]3[CH:20]=[N:21][CH:22]=[CH:23][CH:24]=3)[CH2:14][CH2:13]2)=[C:4]([N+:9]([O-])=O)[C:5]([NH2:8])=[N:6][CH:7]=1.CCO.[N:28]1([CH2:34][C:35]2[CH:42]=[CH:41][C:38]([CH:39]=O)=[CH:37][CH:36]=2)[CH2:33][CH2:32][O:31][CH2:30][CH2:29]1.[O-]S(S([O-])=O)=O.[Na+].[Na+]. (2) Given the product [CH3:24][C:23]1[CH:22]=[C:21]([CH3:25])[NH:20][C:19](=[O:26])[C:18]=1[CH2:17][NH:16][C:14]([C:4]1[C:5]2[CH:10]=[N:9][N:8]([CH:11]([CH3:13])[CH3:12])[C:6]=2[N:7]=[C:2]([C:38]2[CH:37]=[N:36][N:35]([CH2:34][CH2:33][N:30]3[CH2:31][CH2:32][O:27][CH2:28][CH2:29]3)[CH:39]=2)[CH:3]=1)=[O:15], predict the reactants needed to synthesize it. The reactants are: Br[C:2]1[CH:3]=[C:4]([C:14]([NH:16][CH2:17][C:18]2[C:19](=[O:26])[NH:20][C:21]([CH3:25])=[CH:22][C:23]=2[CH3:24])=[O:15])[C:5]2[CH:10]=[N:9][N:8]([CH:11]([CH3:13])[CH3:12])[C:6]=2[N:7]=1.[O:27]1[CH2:32][CH2:31][N:30]([CH2:33][CH2:34][N:35]2[CH:39]=[C:38](B(O)O)[CH:37]=[N:36]2)[CH2:29][CH2:28]1.C([O-])([O-])=O.[Na+].[Na+].CCOC(C)=O. (3) Given the product [F:37][C:4]1[CH:3]=[C:21]([C:22]2[CH:27]=[CH:26][N:25]=[C:24]3[NH:28][C:29]([C:31]4[CH:32]=[N:33][N:34]([CH3:36])[CH:35]=4)=[N:30][C:23]=23)[CH:20]=[CH:19][C:5]=1[CH2:6][NH:7][C:8]([C:10]1[O:14][N:13]=[C:12]([C:15]([CH3:17])([CH3:18])[CH3:16])[N:11]=1)=[O:9], predict the reactants needed to synthesize it. The reactants are: OC[C:3]1[CH:4]=[C:5]([CH:19]=[CH:20][C:21]=1[C:22]1[CH:27]=[CH:26][N:25]=[C:24]2[NH:28][C:29]([C:31]3[CH:32]=[N:33][N:34]([CH3:36])[CH:35]=3)=[N:30][C:23]=12)[CH2:6][NH:7][C:8]([C:10]1[O:14][N:13]=[C:12]([C:15]([CH3:18])([CH3:17])[CH3:16])[N:11]=1)=[O:9].[F:37]C1C=C(C2C=CN=C3NC(C4C=NN(C)C=4)=NC=23)C=CC=1CN.C(C1N=C(C(O)=O)ON=1)(C)(C)C.C1CN([P+](Br)(N2CCCC2)N2CCCC2)CC1.F[P-](F)(F)(F)(F)F.CN(C=O)C.CCN(C(C)C)C(C)C. (4) Given the product [Cl:1][C:2]1[CH:3]=[CH:4][C:5]([C:8]([NH:11][C:12]([NH:24][C:19]2[CH:20]=[CH:21][CH:22]=[C:23]3[C:18]=2[CH:17]=[CH:16][N:15]=[CH:14]3)=[O:13])([CH3:10])[CH3:9])=[CH:6][CH:7]=1, predict the reactants needed to synthesize it. The reactants are: [Cl:1][C:2]1[CH:7]=[CH:6][C:5]([C:8]([N:11]=[C:12]=[O:13])([CH3:10])[CH3:9])=[CH:4][CH:3]=1.[CH:14]1[C:23]2[CH:22]=[CH:21][CH:20]=[C:19]([NH2:24])[C:18]=2[CH:17]=[CH:16][N:15]=1.BrC1C=CC(CN=C=O)=CC=1.Cl. (5) Given the product [Cl:37][C:12]1[C:11]([C:9]2[CH:8]=[N:7][CH:6]=[C:5]([CH:10]=2)[C:4]([N:45]([CH3:46])[CH3:42])=[O:3])=[CH:16][N:15]=[C:14]2[N:17]([CH2:29][O:30][CH2:31][CH2:32][Si:33]([CH3:36])([CH3:34])[CH3:35])[CH:18]=[C:19]([C:20]3[CH:25]=[C:24]([F:26])[CH:23]=[CH:22][C:21]=3[O:27][CH3:28])[C:13]=12, predict the reactants needed to synthesize it. The reactants are: C([O:3][C:4](=O)[C:5]1[CH:10]=[C:9]([C:11]2[C:12]([Cl:37])=[C:13]3[C:19]([C:20]4[CH:25]=[C:24]([F:26])[CH:23]=[CH:22][C:21]=4[O:27][CH3:28])=[CH:18][N:17]([CH2:29][O:30][CH2:31][CH2:32][Si:33]([CH3:36])([CH3:35])[CH3:34])[C:14]3=[N:15][CH:16]=2)[CH:8]=[N:7][CH:6]=1)C.[OH-].[K+].Cl.[CH:42]([N:45](C(C)C)[CH2:46]C)(C)C.F[P-](F)(F)(F)(F)F.N1(OC(N(C)C)=[N+](C)C)C2N=CC=CC=2N=N1.CNC.C(O)(=O)CC(CC(O)=O)(C(O)=O)O. (6) Given the product [N:8]1[CH:9]=[CH:4][C:5]([C:11]2[NH:10][C:7]3=[N:8][CH:9]=[C:4]([NH2:1])[CH:5]=[C:6]3[N:12]=2)=[CH:6][CH:7]=1, predict the reactants needed to synthesize it. The reactants are: [N+:1]([C:4]1[CH:5]=[C:6]2[N:12]=[CH:11][NH:10][C:7]2=[N:8][CH:9]=1)([O-])=O. (7) The reactants are: [CH:1]1[CH:2]=[CH:3][C:4]2[NH:11][C:9](=[O:10])[CH:8]=[C:7]([CH2:12][CH:13]([NH:17][C:18]([C:20]3[CH:21]=[CH:22][C:23]([Cl:26])=[CH:24][CH:25]=3)=[O:19])[C:14]([OH:16])=[O:15])[C:5]=2[CH:6]=1.Cl.Cl[CH2:29][C:30]1[CH:31]=[N:32][CH:33]=[CH:34][CH:35]=1. Given the product [Cl:26][C:23]1[CH:24]=[CH:25][C:20]([C:18]([NH:17][CH:13]([CH2:12][C:7]2[C:5]3[C:4](=[CH:3][CH:2]=[CH:1][CH:6]=3)[NH:11][C:9](=[O:10])[CH:8]=2)[C:14]([O:16][CH2:29][C:30]2[CH:31]=[N:32][C:33]3[C:34]([CH:35]=2)=[CH:5][CH:6]=[CH:1][CH:2]=3)=[O:15])=[O:19])=[CH:21][CH:22]=1, predict the reactants needed to synthesize it. (8) The reactants are: [CH3:1][N:2]1[C:6]2[CH:7]=[CH:8][C:9]([N+:11]([O-])=O)=[CH:10][C:5]=2[N:4]=[CH:3]1. Given the product [CH3:1][N:2]1[C:6]2[CH:7]=[CH:8][C:9]([NH2:11])=[CH:10][C:5]=2[N:4]=[CH:3]1, predict the reactants needed to synthesize it.